Dataset: NCI-60 drug combinations with 297,098 pairs across 59 cell lines. Task: Regression. Given two drug SMILES strings and cell line genomic features, predict the synergy score measuring deviation from expected non-interaction effect. (1) Drug 1: C(=O)(N)NO. Drug 2: CC12CCC3C(C1CCC2OP(=O)(O)O)CCC4=C3C=CC(=C4)OC(=O)N(CCCl)CCCl.[Na+]. Cell line: CAKI-1. Synergy scores: CSS=-4.10, Synergy_ZIP=1.56, Synergy_Bliss=-1.28, Synergy_Loewe=-1.93, Synergy_HSA=-3.49. (2) Drug 1: CC1=C(C=C(C=C1)C(=O)NC2=CC(=CC(=C2)C(F)(F)F)N3C=C(N=C3)C)NC4=NC=CC(=N4)C5=CN=CC=C5. Drug 2: C1CN(P(=O)(OC1)NCCCl)CCCl. Cell line: SK-MEL-5. Synergy scores: CSS=10.9, Synergy_ZIP=-1.73, Synergy_Bliss=1.13, Synergy_Loewe=2.14, Synergy_HSA=2.25. (3) Drug 1: CC(C)NC(=O)C1=CC=C(C=C1)CNNC.Cl. Drug 2: C1C(C(OC1N2C=NC(=NC2=O)N)CO)O. Cell line: HS 578T. Synergy scores: CSS=3.59, Synergy_ZIP=4.48, Synergy_Bliss=12.0, Synergy_Loewe=2.57, Synergy_HSA=4.22. (4) Drug 1: CC1C(C(CC(O1)OC2CC(CC3=C2C(=C4C(=C3O)C(=O)C5=C(C4=O)C(=CC=C5)OC)O)(C(=O)CO)O)N)O.Cl. Cell line: OVCAR3. Synergy scores: CSS=19.8, Synergy_ZIP=-6.65, Synergy_Bliss=0.503, Synergy_Loewe=-3.87, Synergy_HSA=-1.90. Drug 2: CCN(CC)CCCC(C)NC1=C2C=C(C=CC2=NC3=C1C=CC(=C3)Cl)OC. (5) Drug 1: CC1=C(C(=O)C2=C(C1=O)N3CC4C(C3(C2COC(=O)N)OC)N4)N. Drug 2: CC(C)(C1=NC(=CC=C1)N2C3=NC(=NC=C3C(=O)N2CC=C)NC4=CC=C(C=C4)N5CCN(CC5)C)O. Cell line: T-47D. Synergy scores: CSS=26.3, Synergy_ZIP=-1.40, Synergy_Bliss=1.09, Synergy_Loewe=1.52, Synergy_HSA=4.59. (6) Drug 1: C1CCC(C1)C(CC#N)N2C=C(C=N2)C3=C4C=CNC4=NC=N3. Drug 2: C1CC(=O)NC(=O)C1N2CC3=C(C2=O)C=CC=C3N. Cell line: OVCAR-5. Synergy scores: CSS=-4.09, Synergy_ZIP=0.412, Synergy_Bliss=-2.67, Synergy_Loewe=-6.85, Synergy_HSA=-6.63.